This data is from Merck oncology drug combination screen with 23,052 pairs across 39 cell lines. The task is: Regression. Given two drug SMILES strings and cell line genomic features, predict the synergy score measuring deviation from expected non-interaction effect. (1) Drug 1: O=S1(=O)NC2(CN1CC(F)(F)F)C1CCC2Cc2cc(C=CCN3CCC(C(F)(F)F)CC3)ccc2C1. Drug 2: CCc1cnn2c(NCc3ccc[n+]([O-])c3)cc(N3CCCCC3CCO)nc12. Cell line: MDAMB436. Synergy scores: synergy=-3.52. (2) Drug 1: O=P1(N(CCCl)CCCl)NCCCO1. Drug 2: CS(=O)(=O)CCNCc1ccc(-c2ccc3ncnc(Nc4ccc(OCc5cccc(F)c5)c(Cl)c4)c3c2)o1. Cell line: EFM192B. Synergy scores: synergy=-4.70. (3) Drug 1: COc1cccc2c1C(=O)c1c(O)c3c(c(O)c1C2=O)CC(O)(C(=O)CO)CC3OC1CC(N)C(O)C(C)O1. Drug 2: O=C(CCCCCCC(=O)Nc1ccccc1)NO. Cell line: T47D. Synergy scores: synergy=22.8. (4) Drug 1: CN1C(=O)C=CC2(C)C3CCC4(C)C(NC(=O)OCC(F)(F)F)CCC4C3CCC12. Drug 2: CCc1cnn2c(NCc3ccc[n+]([O-])c3)cc(N3CCCCC3CCO)nc12. Cell line: LNCAP. Synergy scores: synergy=39.4. (5) Drug 1: O=C(O)C1(Cc2cccc(Nc3nccs3)n2)CCC(Oc2cccc(Cl)c2F)CC1. Drug 2: CCc1cnn2c(NCc3ccc[n+]([O-])c3)cc(N3CCCCC3CCO)nc12. Cell line: NCIH1650. Synergy scores: synergy=-0.647. (6) Drug 1: CC1(c2nc3c(C(N)=O)cccc3[nH]2)CCCN1. Drug 2: CNC(=O)c1cc(Oc2ccc(NC(=O)Nc3ccc(Cl)c(C(F)(F)F)c3)cc2)ccn1. Cell line: A427. Synergy scores: synergy=11.9. (7) Drug 1: COC1CC2CCC(C)C(O)(O2)C(=O)C(=O)N2CCCCC2C(=O)OC(C(C)CC2CCC(OP(C)(C)=O)C(OC)C2)CC(=O)C(C)C=C(C)C(O)C(OC)C(=O)C(C)CC(C)C=CC=CC=C1C. Drug 2: Cn1c(=O)n(-c2ccc(C(C)(C)C#N)cc2)c2c3cc(-c4cnc5ccccc5c4)ccc3ncc21. Cell line: VCAP. Synergy scores: synergy=88.2. (8) Drug 1: Cn1nnc2c(C(N)=O)ncn2c1=O. Drug 2: O=C(O)C1(Cc2cccc(Nc3nccs3)n2)CCC(Oc2cccc(Cl)c2F)CC1. Cell line: OCUBM. Synergy scores: synergy=6.22. (9) Drug 1: O=c1[nH]cc(F)c(=O)[nH]1. Drug 2: CCc1cnn2c(NCc3ccc[n+]([O-])c3)cc(N3CCCCC3CCO)nc12. Cell line: HCT116. Synergy scores: synergy=2.92. (10) Drug 1: N#Cc1ccc(Cn2cncc2CN2CCN(c3cccc(Cl)c3)C(=O)C2)cc1. Drug 2: Cn1nnc2c(C(N)=O)ncn2c1=O. Cell line: NCIH520. Synergy scores: synergy=4.60.